From a dataset of Reaction yield outcomes from USPTO patents with 853,638 reactions. Predict the reaction yield, written as a fraction of the theoretical maximum amount of product (1.0 means a 100% yield; for example, 0.34 means a 34% yield). (1) The reactants are [Br:1][C:2]1[C:3]([N:20]2[CH2:27][CH:26]3[CH:22]([N:23](C(OC(C)(C)C)=O)[CH2:24][CH2:25]3)[CH2:21]2)=[C:4]2[C:10]([NH:11][C:12](=[O:19])[C:13]3[CH:18]=[CH:17][CH:16]=[N:15][CH:14]=3)=[CH:9][NH:8][C:5]2=[N:6][CH:7]=1.C(O)(C(F)(F)F)=O.[ClH:42]. The catalyst is C(Cl)Cl.CCOCC. The product is [ClH:42].[Br:1][C:2]1[C:3]([N:20]2[CH2:27][CH:26]3[CH:22]([NH:23][CH2:24][CH2:25]3)[CH2:21]2)=[C:4]2[C:10]([NH:11][C:12](=[O:19])[C:13]3[CH:18]=[CH:17][CH:16]=[N:15][CH:14]=3)=[CH:9][NH:8][C:5]2=[N:6][CH:7]=1. The yield is 0.280. (2) The reactants are Br[C:2]1[CH:3]=[C:4]([N:22]([CH:24]2[CH2:29][CH2:28][CH2:27][CH2:26][CH2:25]2)[CH3:23])[C:5]([CH3:21])=[C:6]([CH:20]=1)[C:7]([NH:9][CH2:10][C:11]1[C:12](=[O:19])[NH:13][C:14]([CH3:18])=[CH:15][C:16]=1[CH3:17])=[O:8].[CH3:30][N:31]1[CH:35]=[C:34](B2OC(C)(C)C(C)(C)O2)[CH:33]=[N:32]1.C([O-])([O-])=O.[Na+].[Na+]. The catalyst is O1CCOCC1.O.C1C=CC([P]([Pd]([P](C2C=CC=CC=2)(C2C=CC=CC=2)C2C=CC=CC=2)([P](C2C=CC=CC=2)(C2C=CC=CC=2)C2C=CC=CC=2)[P](C2C=CC=CC=2)(C2C=CC=CC=2)C2C=CC=CC=2)(C2C=CC=CC=2)C2C=CC=CC=2)=CC=1. The product is [CH:24]1([N:22]([CH3:23])[C:4]2[C:5]([CH3:21])=[C:6]([CH:20]=[C:2]([C:34]3[CH:33]=[N:32][N:31]([CH3:30])[CH:35]=3)[CH:3]=2)[C:7]([NH:9][CH2:10][C:11]2[C:12](=[O:19])[NH:13][C:14]([CH3:18])=[CH:15][C:16]=2[CH3:17])=[O:8])[CH2:29][CH2:28][CH2:27][CH2:26][CH2:25]1. The yield is 0.200. (3) The catalyst is CS(C)=O.[Cu]I. The product is [N:30]1([C:2]2[CH:7]=[CH:6][C:5]([N:8]3[CH:12]=[CH:11][C:10]([CH2:13][CH2:14][C:15]([O:17][CH2:18][CH3:19])=[O:16])=[C:9]3[C:20]3[CH:25]=[CH:24][C:23]([C:26](=[O:28])[NH2:27])=[CH:22][C:21]=3[CH3:29])=[CH:4][CH:3]=2)[CH:34]=[CH:33][N:32]=[CH:31]1. The yield is 0.510. The reactants are Br[C:2]1[CH:7]=[CH:6][C:5]([N:8]2[CH:12]=[CH:11][C:10]([CH2:13][CH2:14][C:15]([O:17][CH2:18][CH3:19])=[O:16])=[C:9]2[C:20]2[CH:25]=[CH:24][C:23]([C:26](=[O:28])[NH2:27])=[CH:22][C:21]=2[CH3:29])=[CH:4][CH:3]=1.[NH:30]1[CH:34]=[CH:33][N:32]=[CH:31]1.N1CCC[C@H]1C(O)=O.C([O-])([O-])=O.[K+].[K+].